Task: Predict which catalyst facilitates the given reaction.. Dataset: Catalyst prediction with 721,799 reactions and 888 catalyst types from USPTO (1) Reactant: [BH4-].[Na+].[CH2:11]([Se:10][Se:10][CH2:11][C@H:12]([NH2:16])[C:13]([OH:15])=[O:14])[C@H:12]([NH2:16])[C:13]([OH:15])=[O:14].[Cl:17]C[C:19]1[CH:24]=[CH:23][C:22]([CH3:25])=[CH:21][CH:20]=1.[CH2:26]1COCC1. Product: [ClH:17].[CH3:26][CH:25]([Se:10][CH2:11][C@@H:12]([C:13]([OH:15])=[O:14])[NH2:16])[C:22]1[CH:21]=[CH:20][CH:19]=[CH:24][CH:23]=1. The catalyst class is: 74. (2) Product: [Br:16][C:17]1[CH:18]=[CH:19][C:20]([C:23]([F:24])([F:25])[F:26])=[CH:21][C:22]=1[C:27]([OH:29])=[O:28]. Reactant: [Li]CCCC.CC1(C)CCCC(C)(C)N1.[Br:16][C:17]1[CH:22]=[CH:21][C:20]([C:23]([F:26])([F:25])[F:24])=[CH:19][CH:18]=1.[C:27](=[O:29])=[O:28]. The catalyst class is: 7. (3) Reactant: N#N.C([O-])([O-])=O.[Cs+].[Cs+].Br[C:10]1[C:11]([C:16]#[N:17])=[N:12][CH:13]=[CH:14][CH:15]=1.[NH:18]1[C:27]2[C:22](=[CH:23][CH:24]=[CH:25][CH:26]=2)[CH2:21][CH2:20][CH2:19]1.C1(P(C2C=CC=CC=2)C2C3OC4C(=CC=CC=4P(C4C=CC=CC=4)C4C=CC=CC=4)C(C)(C)C=3C=CC=2)C=CC=CC=1. Product: [N:18]1([C:10]2[C:11]([C:16]#[N:17])=[N:12][CH:13]=[CH:14][CH:15]=2)[C:27]2[C:22](=[CH:23][CH:24]=[CH:25][CH:26]=2)[CH2:21][CH2:20][CH2:19]1. The catalyst class is: 11. (4) Reactant: [CH3:1][O:2][C:3]1[C:18]([O:19][CH3:20])=[CH:17][C:6]2[CH2:7][C:8](=[O:16])[N:9]([CH2:12][CH2:13][CH:14]=O)[CH2:10][CH2:11][C:5]=2[CH:4]=1.[CH3:21][NH2:22].[BH4-].[Na+]. Product: [CH3:1][O:2][C:3]1[C:18]([O:19][CH3:20])=[CH:17][C:6]2[CH2:7][C:8](=[O:16])[N:9]([CH2:12][CH2:13][CH2:14][NH:22][CH3:21])[CH2:10][CH2:11][C:5]=2[CH:4]=1. The catalyst class is: 5. (5) Reactant: [CH2:1]([O:8][N:9]1[C:14]2[N:15]=[CH:16][N:17]=[CH:18][C:13]=2[C:12]([NH:19][CH2:20][C:21]2[CH:26]=[CH:25][C:24](Br)=[CH:23][CH:22]=2)=[CH:11][C:10]1=[O:28])[C:2]1[CH:7]=[CH:6][CH:5]=[CH:4][CH:3]=1.[C:29]1(B(O)O)[CH:34]=[CH:33][CH:32]=[CH:31][CH:30]=1.C(=O)([O-])[O-].[Na+].[Na+].C(OCC)(=O)C. Product: [CH2:1]([O:8][N:9]1[C:14]2[N:15]=[CH:16][N:17]=[CH:18][C:13]=2[C:12]([NH:19][CH2:20][C:21]2[CH:26]=[CH:25][C:24]([C:29]3[CH:34]=[CH:33][CH:32]=[CH:31][CH:30]=3)=[CH:23][CH:22]=2)=[CH:11][C:10]1=[O:28])[C:2]1[CH:7]=[CH:6][CH:5]=[CH:4][CH:3]=1. The catalyst class is: 600. (6) Reactant: [CH3:1][C:2]1([CH3:14])[C:6]([CH3:8])([CH3:7])[O:5][B:4]([C:9]2[CH:10]=[N:11][NH:12][CH:13]=2)[O:3]1.C(=O)([O-])[O-].[K+].[K+].[CH2:21]([O:23][C:24](=[O:28])[CH:25](Br)[CH3:26])[CH3:22].C1(C)C=CC=CC=1. Product: [CH2:21]([O:23][C:24](=[O:28])[CH:25]([N:12]1[CH:13]=[C:9]([B:4]2[O:5][C:6]([CH3:7])([CH3:8])[C:2]([CH3:14])([CH3:1])[O:3]2)[CH:10]=[N:11]1)[CH3:26])[CH3:22]. The catalyst class is: 35. (7) Reactant: Br[C:2]1[CH:7]=[CH:6][C:5]([CH3:8])=[CH:4][C:3]=1[O:9][CH3:10].C([Li])(C)(C)C.CCCCC.[B:21](OC)([O:24]C)[O:22]C. Product: [CH3:10][O:9][C:3]1[CH:4]=[C:5]([CH3:8])[CH:6]=[CH:7][C:2]=1[B:21]([OH:24])[OH:22]. The catalyst class is: 1. (8) Reactant: [CH3:1][C:2]1[CH:7]=[CH:6][CH:5]=[C:4]([C:8]([F:11])([F:10])[F:9])[C:3]=1[N+:12]([O-])=O.[H][H]. Product: [CH3:1][C:2]1[CH:7]=[CH:6][CH:5]=[C:4]([C:8]([F:9])([F:10])[F:11])[C:3]=1[NH2:12]. The catalyst class is: 19.